From a dataset of NCI-60 drug combinations with 297,098 pairs across 59 cell lines. Regression. Given two drug SMILES strings and cell line genomic features, predict the synergy score measuring deviation from expected non-interaction effect. (1) Drug 1: C1CCN(CC1)CCOC2=CC=C(C=C2)C(=O)C3=C(SC4=C3C=CC(=C4)O)C5=CC=C(C=C5)O. Drug 2: CC1=C(C(=CC=C1)Cl)NC(=O)C2=CN=C(S2)NC3=CC(=NC(=N3)C)N4CCN(CC4)CCO. Cell line: M14. Synergy scores: CSS=-15.2, Synergy_ZIP=4.67, Synergy_Bliss=-0.333, Synergy_Loewe=-8.48, Synergy_HSA=-7.85. (2) Drug 2: CC1=C(C(=CC=C1)Cl)NC(=O)C2=CN=C(S2)NC3=CC(=NC(=N3)C)N4CCN(CC4)CCO. Cell line: COLO 205. Drug 1: C1=CC(=CC=C1CC(C(=O)O)N)N(CCCl)CCCl.Cl. Synergy scores: CSS=10.9, Synergy_ZIP=2.20, Synergy_Bliss=3.30, Synergy_Loewe=-5.29, Synergy_HSA=-4.43. (3) Drug 1: C1=C(C(=O)NC(=O)N1)F. Drug 2: CCC(=C(C1=CC=CC=C1)C2=CC=C(C=C2)OCCN(C)C)C3=CC=CC=C3.C(C(=O)O)C(CC(=O)O)(C(=O)O)O. Cell line: MOLT-4. Synergy scores: CSS=21.9, Synergy_ZIP=8.49, Synergy_Bliss=0.0709, Synergy_Loewe=-1.90, Synergy_HSA=0.182. (4) Drug 1: C1=CN(C=N1)CC(O)(P(=O)(O)O)P(=O)(O)O. Drug 2: C1C(C(OC1N2C=NC3=C2NC=NCC3O)CO)O. Cell line: ACHN. Synergy scores: CSS=-5.73, Synergy_ZIP=4.35, Synergy_Bliss=1.73, Synergy_Loewe=-3.86, Synergy_HSA=-3.92. (5) Drug 1: CC(C)(C#N)C1=CC(=CC(=C1)CN2C=NC=N2)C(C)(C)C#N. Drug 2: COCCOC1=C(C=C2C(=C1)C(=NC=N2)NC3=CC=CC(=C3)C#C)OCCOC.Cl. Cell line: A549. Synergy scores: CSS=8.16, Synergy_ZIP=-4.23, Synergy_Bliss=-2.16, Synergy_Loewe=-1.52, Synergy_HSA=0.163. (6) Drug 1: C1=CC(=CC=C1C#N)C(C2=CC=C(C=C2)C#N)N3C=NC=N3. Drug 2: C1=CC=C(C=C1)NC(=O)CCCCCCC(=O)NO. Cell line: HCC-2998. Synergy scores: CSS=10.5, Synergy_ZIP=-4.04, Synergy_Bliss=-7.74, Synergy_Loewe=-3.55, Synergy_HSA=-5.52. (7) Drug 1: COC1=C(C=C2C(=C1)N=CN=C2NC3=CC(=C(C=C3)F)Cl)OCCCN4CCOCC4. Drug 2: COC1=C2C(=CC3=C1OC=C3)C=CC(=O)O2. Cell line: HT29. Synergy scores: CSS=33.2, Synergy_ZIP=-6.90, Synergy_Bliss=-2.23, Synergy_Loewe=-5.38, Synergy_HSA=-0.856. (8) Drug 1: CCCS(=O)(=O)NC1=C(C(=C(C=C1)F)C(=O)C2=CNC3=C2C=C(C=N3)C4=CC=C(C=C4)Cl)F. Drug 2: C1=NC2=C(N1)C(=S)N=C(N2)N. Cell line: OVCAR3. Synergy scores: CSS=35.4, Synergy_ZIP=-2.77, Synergy_Bliss=-3.05, Synergy_Loewe=-20.0, Synergy_HSA=-3.68.